Dataset: Full USPTO retrosynthesis dataset with 1.9M reactions from patents (1976-2016). Task: Predict the reactants needed to synthesize the given product. (1) Given the product [CH:1]([C:4]1[CH:5]=[C:6]([C:10]2[CH:11]=[C:12]3[C:16](=[CH:17][CH:18]=2)[N:15]([CH3:19])[C:14](=[O:20])[CH2:13]3)[CH:7]=[N:8][CH:9]=1)([CH3:3])[CH3:2], predict the reactants needed to synthesize it. The reactants are: [C:1]([C:4]1[CH:5]=[C:6]([C:10]2[CH:11]=[C:12]3[C:16](=[CH:17][CH:18]=2)[N:15]([CH3:19])[C:14](=[O:20])[CH2:13]3)[CH:7]=[N:8][CH:9]=1)([CH3:3])=[CH2:2]. (2) Given the product [CH3:31][O:30][C:27]1[CH:28]=[CH:29][C:24]([S:21]([N:18]2[CH2:17][CH2:16][N:15]([CH2:14][C:13]([OH:32])=[O:12])[CH2:20][CH2:19]2)(=[O:23])=[O:22])=[CH:25][CH:26]=1, predict the reactants needed to synthesize it. The reactants are: FC(F)(F)C(O)=O.C([O:12][C:13](=[O:32])[CH2:14][N:15]1[CH2:20][CH2:19][N:18]([S:21]([C:24]2[CH:29]=[CH:28][C:27]([O:30][CH3:31])=[CH:26][CH:25]=2)(=[O:23])=[O:22])[CH2:17][CH2:16]1)(C)(C)C.